From a dataset of Forward reaction prediction with 1.9M reactions from USPTO patents (1976-2016). Predict the product of the given reaction. (1) Given the reactants N1C=CC=CC=1.[Cl:7][C:8]1[N:16]=[C:15]([I:17])[N:14]=[C:13]2[C:9]=1[N:10]=[CH:11][N:12]2[C@@H:18]1[CH2:22][C@H:21]([OH:23])[CH:20]=[CH:19]1.Cl[C:25]([O:27][CH2:28][CH3:29])=[O:26], predict the reaction product. The product is: [CH2:28]([O:27][C:25](=[O:26])[O:23][C@H:21]1[CH2:22][C@@H:18]([N:12]2[CH:11]=[N:10][C:9]3[C:13]2=[N:14][C:15]([I:17])=[N:16][C:8]=3[Cl:7])[CH:19]=[CH:20]1)[CH3:29]. (2) Given the reactants [Cl:1][C:2]1[CH:10]=[CH:9][C:8]2[C:4](=[C:5]3[NH:14][C:13]([CH:15]4[CH2:20][CH2:19][N:18](C(OC(C)(C)C)=O)[CH2:17][CH2:16]4)=[CH:12][C:11](=[O:28])[N:6]3[N:7]=2)[CH:3]=1, predict the reaction product. The product is: [ClH:1].[Cl:1][C:2]1[CH:10]=[CH:9][C:8]2[C:4](=[C:5]3[NH:6][C:11](=[O:28])[CH:12]=[C:13]([CH:15]4[CH2:20][CH2:19][NH:18][CH2:17][CH2:16]4)[N:14]3[N:7]=2)[CH:3]=1. (3) Given the reactants [CH:1]1([C:4]2[N:5]=[CH:6][C:7]([O:10][CH:11]3[C:26](=[O:27])[N:14]4[CH2:15][CH2:16][N:17](C(OC(C)(C)C)=O)[CH2:18][CH:13]4[CH2:12]3)=[N:8][CH:9]=2)[CH2:3][CH2:2]1.Cl.[F:29][C:30]([F:42])([F:41])[C:31]1[CH:32]=[C:33]([S:37](Cl)(=[O:39])=[O:38])[CH:34]=[CH:35][CH:36]=1.C(N(CC)CC)C, predict the reaction product. The product is: [CH:1]1([C:4]2[N:5]=[CH:6][C:7]([O:10][CH:11]3[C:26](=[O:27])[N:14]4[CH2:15][CH2:16][N:17]([S:37]([C:33]5[CH:34]=[CH:35][CH:36]=[C:31]([C:30]([F:42])([F:41])[F:29])[CH:32]=5)(=[O:39])=[O:38])[CH2:18][CH:13]4[CH2:12]3)=[N:8][CH:9]=2)[CH2:3][CH2:2]1. (4) The product is: [F:1][C:2]1[C:3]2[C:4](=[CH:18][S:19][CH:20]=2)[S:5][C:6]=1[C:7]([O:9][CH2:10][CH:11]([CH2:16][CH3:17])[CH2:12][CH2:13][CH2:14][CH3:15])=[O:8]. Given the reactants [F:1][C:2]1[C:3]2[CH2:20][S:19][CH2:18][C:4]=2[S:5][C:6]=1[C:7]([O:9][CH2:10][CH:11]([CH2:16][CH3:17])[CH2:12][CH2:13][CH2:14][CH3:15])=[O:8].C1C=C(Cl)C=C(C(OO)=O)C=1, predict the reaction product.